This data is from Full USPTO retrosynthesis dataset with 1.9M reactions from patents (1976-2016). The task is: Predict the reactants needed to synthesize the given product. (1) Given the product [CH:33]1([N:38]2[CH2:44][C:43]([F:46])([F:45])[C:42](=[O:47])[NH:41][C:40]3[CH:48]=[N:49][C:50]([NH:52][C:53]4[CH:68]=[CH:67][C:56]([C:57]([NH:59][CH3:60])=[O:58])=[C:55]([F:69])[C:54]=4[F:70])=[N:51][C:39]2=3)[CH2:34][CH2:35][CH2:36][CH2:37]1, predict the reactants needed to synthesize it. The reactants are: C1(N2CC(F)(F)C(=O)N(C)C3C=NC(NC4C=CC(C(O)=O)=C(F)C=4F)=NC2=3)CCCC1.[CH:33]1([N:38]2[CH2:44][C:43]([F:46])([F:45])[C:42](=[O:47])[NH:41][C:40]3[CH:48]=[N:49][C:50]([NH:52][C:53]4[CH:68]=[CH:67][C:56]([C:57]([NH:59][CH:60]5CCN(C)CC5)=[O:58])=[C:55]([F:69])[C:54]=4[F:70])=[N:51][C:39]2=3)[CH2:37][CH2:36][CH2:35][CH2:34]1.F[P-](F)(F)(F)(F)F.CN(C(N(C)C)=[N+]1C2C(=NC=CC=2)[N+]([O-])=N1)C.C(N(C(C)C)CC)(C)C.Cl.CN. (2) Given the product [CH:1]12[CH2:7][CH:4]([CH:5]=[CH:6]1)[CH2:3][CH:2]2[CH2:8][OH:9].[CH2:10]=[CH2:11], predict the reactants needed to synthesize it. The reactants are: [CH:1]12[CH2:7][CH:4]([CH:5]=[CH:6]1)[CH2:3][CH:2]2[CH2:8][OH:9].[CH2:10]=[CH2:11]. (3) Given the product [F:21][C:22]([F:30])([F:29])[C:6]1[NH:7][C:8]2=[N:9][CH:10]=[CH:11][CH:12]=[C:13]2[CH:14]=1, predict the reactants needed to synthesize it. The reactants are: C(O[C:6](=O)[NH:7][C:8]1[C:13]([CH3:14])=[CH:12][CH:11]=[CH:10][N:9]=1)(C)(C)C.[Li]CCCC.[F:21][C:22]([F:30])([F:29])C(N(OC)C)=O.Cl.